From a dataset of Serine/threonine kinase 33 screen with 319,792 compounds. Binary Classification. Given a drug SMILES string, predict its activity (active/inactive) in a high-throughput screening assay against a specified biological target. (1) The compound is s1c(C(=O)C2CCCN(C2)Cc2onc(n2)Cc2c(F)cccc2)ccc1. The result is 0 (inactive). (2) The molecule is O(CC1N(CCc2c1cc(OC)c(OC)c2)C(=O)C)c1cc(cc(c1)C)C. The result is 0 (inactive). (3) The drug is O=c1[nH]c2c(cc1CCNC(=O)CCCc1ccccc1)ccc(c2)C. The result is 0 (inactive).